Dataset: Forward reaction prediction with 1.9M reactions from USPTO patents (1976-2016). Task: Predict the product of the given reaction. Given the reactants [OH:1][C:2]1[CH:9]=[CH:8][C:5]([CH:6]=[O:7])=[CH:4][CH:3]=1.C(=O)([O-])[O-].[Cs+].[Cs+].Br[CH2:17][CH2:18][O:19][CH3:20], predict the reaction product. The product is: [CH3:20][O:19][CH2:18][CH2:17][O:1][C:2]1[CH:9]=[CH:8][C:5]([CH:6]=[O:7])=[CH:4][CH:3]=1.